This data is from Reaction yield outcomes from USPTO patents with 853,638 reactions. The task is: Predict the reaction yield, written as a fraction of the theoretical maximum amount of product (1.0 means a 100% yield; for example, 0.34 means a 34% yield). (1) The reactants are Br[C:2]1[CH:3]=[C:4]([NH:10][C:11]2[CH:16]=[CH:15][C:14]([C:17]([N:19]3[CH2:24][CH2:23][O:22][CH2:21][CH2:20]3)=[O:18])=[CH:13][N:12]=2)[C:5](=[O:9])[N:6]([CH3:8])[CH:7]=1.[C:25]([O:28][CH2:29][C:30]1[C:35](B2OC(C)(C)C(C)(C)O2)=[CH:34][CH:33]=[CH:32][C:31]=1[N:45]1[CH2:50][CH2:49][C:48]2[C:51]3[CH2:57][CH2:56][CH2:55][CH2:54][C:52]=3[S:53][C:47]=2[C:46]1=[O:58])(=[O:27])[CH3:26]. No catalyst specified. The product is [C:25]([O:28][CH2:29][C:30]1[C:31]([N:45]2[C:46](=[O:58])[C:47]3[S:53][C:52]4[CH2:54][CH2:55][CH2:56][CH2:57][C:51]=4[C:48]=3[CH2:49][CH2:50]2)=[CH:32][CH:33]=[CH:34][C:35]=1[C:2]1[CH:3]=[C:4]([NH:10][C:11]2[CH:16]=[CH:15][C:14]([C:17]([N:19]3[CH2:24][CH2:23][O:22][CH2:21][CH2:20]3)=[O:18])=[CH:13][N:12]=2)[C:5](=[O:9])[N:6]([CH3:8])[CH:7]=1)(=[O:27])[CH3:26]. The yield is 0.650. (2) The reactants are Cl.[CH3:2][S:3]([C:6]1[CH:11]=[CH:10][C:9]([C:12]2[CH:17]=[CH:16][C:15]([O:18][CH2:19][CH:20]3[CH2:25][CH2:24][NH:23][CH2:22][CH2:21]3)=[CH:14][CH:13]=2)=[CH:8][CH:7]=1)(=[O:5])=[O:4].Cl[C:27]1[N:32]=[CH:31][C:30]([CH2:33][CH3:34])=[CH:29][N:28]=1.C(N(C(C)C)CC)(C)C. The catalyst is CN1C(=O)CCC1.CCOC(C)=O. The product is [CH2:33]([C:30]1[CH:29]=[N:28][C:27]([N:23]2[CH2:24][CH2:25][CH:20]([CH2:19][O:18][C:15]3[CH:16]=[CH:17][C:12]([C:9]4[CH:8]=[CH:7][C:6]([S:3]([CH3:2])(=[O:5])=[O:4])=[CH:11][CH:10]=4)=[CH:13][CH:14]=3)[CH2:21][CH2:22]2)=[N:32][CH:31]=1)[CH3:34]. The yield is 0.340. (3) The reactants are C(OC([NH:11][C:12]1[C:13]([C:28]([NH:30][C:31]2[CH:32]=[N:33][CH:34]=[CH:35][C:36]=2[N:37]2[CH2:42][C@H:41]([CH3:43])[C@H:40]([NH:44][C:45](=[O:48])[O:46][CH3:47])[C@H:39]([NH:49]C(=O)OC(C)(C)C)[CH2:38]2)=[O:29])=[N:14][C:15]2[C:20]([CH:21]=1)=[CH:19][CH:18]=[C:17]([N:22]1[CH2:27][CH2:26][O:25][CH2:24][CH2:23]1)[CH:16]=2)=O)C1C=CC=CC=1. The catalyst is CO.C1COCC1.[Pd]. The product is [NH2:49][C@H:39]1[C@@H:40]([NH:44][C:45](=[O:48])[O:46][CH3:47])[C@@H:41]([CH3:43])[CH2:42][N:37]([C:36]2[CH:35]=[CH:34][N:33]=[CH:32][C:31]=2[NH:30][C:28]([C:13]2[C:12]([NH2:11])=[CH:21][C:20]3[C:15](=[CH:16][C:17]([N:22]4[CH2:23][CH2:24][O:25][CH2:26][CH2:27]4)=[CH:18][CH:19]=3)[N:14]=2)=[O:29])[CH2:38]1. The yield is 0.520. (4) The reactants are C([N:8]1[CH2:13][CH2:12][CH:11]([C:14]2[CH:19]=[CH:18][C:17]([C:20]3[N:25]=[C:24]([C:26]4[CH:30]=[C:29]([CH3:31])[NH:28][C:27]=4[CH3:32])[CH:23]=[CH:22][CH:21]=3)=[CH:16][CH:15]=2)[CH2:10][CH2:9]1)C1C=CC=CC=1.C([O-])=O.[NH4+]. The catalyst is [Pd].C(O)C. The product is [CH3:32][C:27]1[NH:28][C:29]([CH3:31])=[CH:30][C:26]=1[C:24]1[CH:23]=[CH:22][CH:21]=[C:20]([C:17]2[CH:18]=[CH:19][C:14]([CH:11]3[CH2:12][CH2:13][NH:8][CH2:9][CH2:10]3)=[CH:15][CH:16]=2)[N:25]=1. The yield is 0.770.